This data is from Forward reaction prediction with 1.9M reactions from USPTO patents (1976-2016). The task is: Predict the product of the given reaction. (1) Given the reactants [CH3:1][O:2][C:3]([C:5]1[CH:14]=[CH:13][C:12]2[C:7](=[CH:8][CH:9]=[CH:10][C:11]=2[N:15]=[CH:16][C:17]([OH:35])([C:31]([F:34])([F:33])[F:32])[CH2:18][C:19]([C:22]2[CH:27]=[C:26]([F:28])[CH:25]=[CH:24][C:23]=2[O:29][CH3:30])([CH3:21])[CH3:20])[N:6]=1)=[O:4].[BH4-].[Na+].CCCCCC.C(OCC)(=O)C, predict the reaction product. The product is: [CH3:1][O:2][C:3]([C:5]1[CH:14]=[CH:13][C:12]2[C:7](=[CH:8][CH:9]=[CH:10][C:11]=2[NH:15][CH2:16][C:17]([OH:35])([C:31]([F:32])([F:33])[F:34])[CH2:18][C:19]([C:22]2[CH:27]=[C:26]([F:28])[CH:25]=[CH:24][C:23]=2[O:29][CH3:30])([CH3:21])[CH3:20])[N:6]=1)=[O:4]. (2) Given the reactants ClCCl.C(O)(=O)C.C(OC([N:15]1[CH2:20][CH2:19][CH2:18][C@H:17]([O:21][C:22]2[CH:23]=[C:24]3[C:29](=[CH:30][CH:31]=2)[C:28](=[O:32])[NH:27][CH:26]=[C:25]3[Br:33])[CH2:16]1)=O)(C)(C)C, predict the reaction product. The product is: [Br:33][C:25]1[C:24]2[C:29](=[CH:30][CH:31]=[C:22]([O:21][C@H:17]3[CH2:18][CH2:19][CH2:20][NH:15][CH2:16]3)[CH:23]=2)[C:28](=[O:32])[NH:27][CH:26]=1. (3) Given the reactants Cl[C:2]1[N:7]=[C:6]([NH:8][C:9]2[CH:14]=[CH:13][C:12]([O:15][CH3:16])=[C:11]([Cl:17])[CH:10]=2)[N:5]=[C:4]([NH:18][CH:19]2[CH2:25][CH2:24][CH2:23][CH2:22][CH2:21][CH2:20]2)[N:3]=1.C(=O)([O-])[O-].[K+].[K+].[OH:32][C:33]1[CH:40]=[CH:39][C:36]([CH:37]=[O:38])=[CH:35][CH:34]=1, predict the reaction product. The product is: [Cl:17][C:11]1[CH:10]=[C:9]([CH:14]=[CH:13][C:12]=1[O:15][CH3:16])[NH:8][C:6]1[N:5]=[C:4]([NH:18][CH:19]2[CH2:25][CH2:24][CH2:23][CH2:22][CH2:21][CH2:20]2)[N:3]=[C:2]([O:32][C:33]2[CH:40]=[CH:39][C:36]([CH:37]=[O:38])=[CH:35][CH:34]=2)[N:7]=1. (4) Given the reactants [CH3:1][C:2]1[C:6]([C:7]2[CH:12]=[C:11]([C:13]3[C:14]([CH3:19])=[N:15][O:16][C:17]=3[CH3:18])[CH:10]=[C:9]([NH2:20])[C:8]=2[NH2:21])=[C:5]([CH3:22])[NH:4][N:3]=1.F[CH:24](F)[C:25](OC(=O)C(F)F)=O.C(O)(C(F)(F)F)=O, predict the reaction product. The product is: [CH3:1][C:2]1[C:6]([C:7]2[C:8]3[NH:21][C:24]([CH3:25])=[N:20][C:9]=3[CH:10]=[C:11]([C:13]3[C:14]([CH3:19])=[N:15][O:16][C:17]=3[CH3:18])[CH:12]=2)=[C:5]([CH3:22])[NH:4][N:3]=1. (5) Given the reactants [CH3:1][O:2][C:3]1[CH:8]=[CH:7][C:6]2[C:9]3([CH2:18][O:19][C:5]=2[CH:4]=1)[CH2:14][CH2:13][CH2:12][N:11]1[CH:15]=[N:16][CH2:17][CH:10]31, predict the reaction product. The product is: [CH3:1][O:2][C:3]1[CH:8]=[CH:7][C:6]2[C:9]3([CH2:18][O:19][C:5]=2[CH:4]=1)[CH2:14][CH2:13][CH2:12][N:11]1[CH:15]=[N:16][CH:17]=[C:10]31. (6) The product is: [F:1][C:2]1[CH:3]=[C:4]([N:9]2[C:14](=[O:15])[C:13]([CH2:16][CH2:17][CH:18]([CH3:20])[CH3:19])=[C:12]([C:21]3[CH:26]=[CH:25][C:24]([S:27]([NH2:31])(=[O:29])=[O:28])=[CH:23][CH:22]=3)[CH:11]=[N:10]2)[CH:5]=[CH:6][C:7]=1[F:8]. Given the reactants [F:1][C:2]1[CH:3]=[C:4]([N:9]2[C:14](=[O:15])[C:13]([CH2:16][CH2:17][CH:18]([CH3:20])[CH3:19])=[C:12]([C:21]3[CH:26]=[CH:25][C:24]([S:27](C)(=[O:29])=[O:28])=[CH:23][CH:22]=3)[CH:11]=[N:10]2)[CH:5]=[CH:6][C:7]=1[F:8].[NH3:31], predict the reaction product.